From a dataset of Forward reaction prediction with 1.9M reactions from USPTO patents (1976-2016). Predict the product of the given reaction. (1) Given the reactants [N+]([C:4]1[CH:9]=[CH:8][C:7]([S:10][C:11]2[CH:16]=[CH:15][C:14]([N+:17]([O-:19])=[O:18])=[CH:13][CH:12]=2)=[CH:6][CH:5]=1)([O-])=O.[K].FC1C=CC=CC=1[C:24]#[N:25], predict the reaction product. The product is: [N+:17]([C:14]1[CH:15]=[CH:16][C:11]([S:10][C:7]2[CH:8]=[CH:9][CH:4]=[CH:5][C:6]=2[C:24]#[N:25])=[CH:12][CH:13]=1)([O-:19])=[O:18]. (2) Given the reactants [CH:1]([NH:4][CH2:5][C:6]1[C:7]([O:12][CH2:13][CH2:14][CH2:15][CH2:16][CH2:17][C:18]([O:20][CH2:21][CH3:22])=[O:19])=[N:8][CH:9]=[CH:10][CH:11]=1)([CH3:3])[CH3:2].[O:23]1[CH:27]=[CH:26][CH:25]=[C:24]1[C:28]1[CH:36]=[CH:35][C:31]([C:32](O)=[O:33])=[CH:30][CH:29]=1.CCN=C=NCCCN(C)C.Cl.C1C=CC2N(O)N=NC=2C=1.C(N(CC)CC)C, predict the reaction product. The product is: [O:23]1[CH:27]=[CH:26][CH:25]=[C:24]1[C:28]1[CH:36]=[CH:35][C:31]([C:32]([N:4]([CH2:5][C:6]2[C:7]([O:12][CH2:13][CH2:14][CH2:15][CH2:16][CH2:17][C:18]([O:20][CH2:21][CH3:22])=[O:19])=[N:8][CH:9]=[CH:10][CH:11]=2)[CH:1]([CH3:3])[CH3:2])=[O:33])=[CH:30][CH:29]=1. (3) Given the reactants [NH2:1][C@H:2]1[CH2:7][CH2:6][O:5][C:3]1=[O:4].Br.C([O-])(O)=O.[Na+].[CH3:14][Si:15]([CH3:30])([CH3:29])[CH2:16][CH2:17][O:18][C:19](ON1C(=O)CCC1=O)=[O:20], predict the reaction product. The product is: [CH3:14][Si:15]([CH2:16][CH2:17][O:18][C:19]([NH:1][C@H:2]1[CH2:7][CH2:6][O:5][C:3]1=[O:4])=[O:20])([CH3:30])[CH3:29]. (4) Given the reactants [Br:1][C:2]1[CH:3]=[C:4]([NH:8][S:9]([CH:12]2[CH2:17][CH2:16][N:15](C(OCC3C=CC=CC=3)=O)[CH2:14][CH2:13]2)(=[O:11])=[O:10])[CH:5]=[N:6][CH:7]=1.Br, predict the reaction product. The product is: [Br:1][C:2]1[CH:3]=[C:4]([NH:8][S:9]([CH:12]2[CH2:17][CH2:16][NH:15][CH2:14][CH2:13]2)(=[O:11])=[O:10])[CH:5]=[N:6][CH:7]=1.